Dataset: Buchwald-Hartwig C-N cross coupling reaction yields with 55,370 reactions. Task: Predict the reaction yield, written as a fraction of the theoretical maximum amount of product (1.0 means a 100% yield; for example, 0.34 means a 34% yield). (1) The reactants are Ic1cccnc1.Cc1ccc(N)cc1.O=S(=O)(O[Pd]1c2ccccc2-c2ccccc2N~1)C(F)(F)F.CC(C)c1cc(C(C)C)c(-c2ccccc2P(C2CCCCC2)C2CCCCC2)c(C(C)C)c1.CN1CCCN2CCCN=C12.CCOC(=O)c1cnoc1. No catalyst specified. The product is Cc1ccc(Nc2cccnc2)cc1. The yield is 0.185. (2) The reactants are CCc1ccc(I)cc1.Cc1ccc(N)cc1.O=S(=O)(O[Pd]1c2ccccc2-c2ccccc2N~1)C(F)(F)F.COc1ccc(OC)c(P([C@]23C[C@H]4C[C@H](C[C@H](C4)C2)C3)[C@]23C[C@H]4C[C@H](C[C@H](C4)C2)C3)c1-c1c(C(C)C)cc(C(C)C)cc1C(C)C.CN1CCCN2CCCN=C12.c1ccc2nocc2c1. No catalyst specified. The product is CCc1ccc(Nc2ccc(C)cc2)cc1. The yield is 0.703. (3) No catalyst specified. The reactants are Brc1cccnc1.Cc1ccc(N)cc1.O=S(=O)(O[Pd]1c2ccccc2-c2ccccc2N~1)C(F)(F)F.COc1ccc(OC)c(P([C@]23C[C@H]4C[C@H](C[C@H](C4)C2)C3)[C@]23C[C@H]4C[C@H](C[C@H](C4)C2)C3)c1-c1c(C(C)C)cc(C(C)C)cc1C(C)C.CN(C)C(=NC(C)(C)C)N(C)C.c1ccc(CN(Cc2ccccc2)c2ccno2)cc1. The yield is 0.476. The product is Cc1ccc(Nc2cccnc2)cc1. (4) The reactants are CCc1ccc(I)cc1.Cc1ccc(N)cc1.O=S(=O)(O[Pd]1c2ccccc2-c2ccccc2N~1)C(F)(F)F.COc1ccc(OC)c(P([C@]23C[C@H]4C[C@H](C[C@H](C4)C2)C3)[C@]23C[C@H]4C[C@H](C[C@H](C4)C2)C3)c1-c1c(C(C)C)cc(C(C)C)cc1C(C)C.CN1CCCN2CCCN=C12.c1ccc(-c2ccon2)cc1. No catalyst specified. The product is CCc1ccc(Nc2ccc(C)cc2)cc1. The yield is 0.826.